This data is from Forward reaction prediction with 1.9M reactions from USPTO patents (1976-2016). The task is: Predict the product of the given reaction. (1) The product is: [CH3:1][O:8][C:9](=[O:45])[NH:10][C@H:11]([C:13]([CH3:16])([CH3:15])[CH3:14])[CH3:12]. Given the reactants [CH2:1]([O:8][C:9](=[O:45])[N:10](CC1C=CC2N(CC3CCCN3)C(NC(=O)C3C=CC(C(F)F)=CC=3)=NC=2C=1)[C@H:11]([C:13]([CH3:16])([CH3:15])[CH3:14])[CH3:12])C1C=CC=CC=1.C(O)(C(F)(F)F)=O.C(C(=CC(C)C)C(O)=O)#N.C1CN([P+](Br)(N2CCCC2)N2CCCC2)CC1.F[P-](F)(F)(F)(F)F, predict the reaction product. (2) Given the reactants [CH3:1][CH:2]([CH2:4][C@H:5]1[C:18](=[O:19])[CH2:17][C@H:16]2[N:7]([CH2:8][CH2:9][C:10]3[C:15]2=[CH:14][C:13]([O:20][CH3:21])=[C:12]([O:22][CH3:23])[CH:11]=3)[CH2:6]1)[CH3:3].[BH4-].[Na+], predict the reaction product. The product is: [CH2:4]([C@@H:5]1[CH2:6][N:7]2[CH2:8][CH2:9][C:10]3[C:15]([C@H:16]2[CH2:17][C@H:18]1[OH:19])=[CH:14][C:13]([O:20][CH3:21])=[C:12]([O:22][CH3:23])[CH:11]=3)[CH:2]([CH3:3])[CH3:1].[CH2:4]([C@@H:5]1[CH2:6][N:7]2[CH2:8][CH2:9][C:10]3[C:15]([C@H:16]2[CH2:17][C@@H:18]1[OH:19])=[CH:14][C:13]([O:20][CH3:21])=[C:12]([O:22][CH3:23])[CH:11]=3)[CH:2]([CH3:3])[CH3:1]. (3) Given the reactants [O:1]1[CH:5]=[CH:4][CH:3]=[C:2]1B(O)O.C(=O)([O-])[O-].[K+].[K+].Br[C:16]1[CH:17]=[C:18]([OH:35])[C:19]([C:26]([NH:28][CH2:29][C:30]([O:32]CC)=[O:31])=[O:27])=[C:20]2[C:25]=1[N:24]=[CH:23][CH:22]=[N:21]2.[OH-].[Na+], predict the reaction product. The product is: [O:1]1[CH:5]=[CH:4][CH:3]=[C:2]1[C:16]1[CH:17]=[C:18]([OH:35])[C:19]([C:26]([NH:28][CH2:29][C:30]([OH:32])=[O:31])=[O:27])=[C:20]2[C:25]=1[N:24]=[CH:23][CH:22]=[N:21]2. (4) Given the reactants [OH:1][CH:2]1[CH2:7][CH2:6][CH:5]([NH:8][C:9]2[CH:17]=[C:16]([C:18]3[C:27]4[C:22](=[C:23]([C:28]5[CH:29]=[N:30][C:31]6[C:36]([CH:37]=5)=[CH:35][CH:34]=[CH:33][CH:32]=6)[CH:24]=[CH:25][CH:26]=4)[CH:21]=[CH:20][N:19]=3)[CH:15]=[CH:14][C:10]=2[C:11]([NH2:13])=[O:12])[CH2:4][CH2:3]1.[I-].C[CH:40]=[N+:41]=[CH:42]C.[CH2:44](Cl)Cl, predict the reaction product. The product is: [CH3:40][N:41]([CH2:42][NH:13][C:11](=[O:12])[C:10]1[CH:14]=[CH:15][C:16]([C:18]2[C:27]3[C:22](=[C:23]([C:28]4[CH:29]=[N:30][C:31]5[C:36]([CH:37]=4)=[CH:35][CH:34]=[CH:33][CH:32]=5)[CH:24]=[CH:25][CH:26]=3)[CH:21]=[CH:20][N:19]=2)=[CH:17][C:9]=1[NH:8][CH:5]1[CH2:6][CH2:7][CH:2]([OH:1])[CH2:3][CH2:4]1)[CH3:44]. (5) Given the reactants [OH:1][C:2]1[N:6]([C:7]2[CH:12]=[CH:11][C:10]([C:13](=[O:22])[NH:14][CH2:15][CH:16]3[CH2:21][CH2:20][O:19][CH2:18][CH2:17]3)=[CH:9][N:8]=2)[N:5]=[CH:4][C:3]=1[C:23]([O:25][CH2:26][CH3:27])=[O:24].[CH3:28]COC(C)=O.[N+](=C[Si](C)(C)C)=[N-].C(O)(=O)C, predict the reaction product. The product is: [CH3:28][O:1][C:2]1[N:6]([C:7]2[CH:12]=[CH:11][C:10]([C:13](=[O:22])[NH:14][CH2:15][CH:16]3[CH2:17][CH2:18][O:19][CH2:20][CH2:21]3)=[CH:9][N:8]=2)[N:5]=[CH:4][C:3]=1[C:23]([O:25][CH2:26][CH3:27])=[O:24]. (6) Given the reactants C([O:3][C:4]([C:6]1[CH:7]=[N:8][N:9]([CH2:15][C:16]2[CH:17]=[C:18]3[C:22](=[CH:23][CH:24]=2)[CH2:21][C@H:20]([NH:25][S:26]([CH:29]([CH3:31])[CH3:30])(=[O:28])=[O:27])[CH2:19]3)[C:10]=1[C:11]([F:14])([F:13])[F:12])=O)C.[H-].C([Al+]CC(C)C)C(C)C.CC(C[AlH]CC(C)C)C, predict the reaction product. The product is: [OH:3][CH2:4][C:6]1[CH:7]=[N:8][N:9]([CH2:15][C:16]2[CH:17]=[C:18]3[C:22](=[CH:23][CH:24]=2)[CH2:21][C@H:20]([NH:25][S:26]([CH:29]([CH3:31])[CH3:30])(=[O:28])=[O:27])[CH2:19]3)[C:10]=1[C:11]([F:12])([F:13])[F:14]. (7) Given the reactants C=O.[C:3](O)(=O)C.[C:7]([BH3-])#[N:8].[Na+].N[C@H:12]1[C@@H:17]([NH:18][C:19]([O:21][CH2:22][C:23]2[CH:28]=[CH:27][CH:26]=[CH:25][CH:24]=2)=[O:20])[CH2:16][CH2:15][N:14]([C:29]([O:31][C:32]([CH3:35])([CH3:34])[CH3:33])=[O:30])[CH2:13]1, predict the reaction product. The product is: [CH2:22]([O:21][C:19]([NH:18][C@H:17]1[CH2:16][CH2:15][N:14]([C:29]([O:31][C:32]([CH3:35])([CH3:34])[CH3:33])=[O:30])[CH2:13][C@H:12]1[N:8]([CH3:7])[CH3:3])=[O:20])[C:23]1[CH:28]=[CH:27][CH:26]=[CH:25][CH:24]=1. (8) Given the reactants O[CH2:2][CH2:3][CH2:4][N:5]([CH2:12][C:13]([O:15][C:16]([CH3:19])([CH3:18])[CH3:17])=[O:14])[C:6](=[O:11])[C:7]([F:10])([F:9])[F:8].C1(P(C2C=CC=CC=2)C2C=CC=CC=2)C=CC=CC=1.C(Br)(Br)(Br)[Br:40], predict the reaction product. The product is: [Br:40][CH2:2][CH2:3][CH2:4][N:5]([CH2:12][C:13]([O:15][C:16]([CH3:19])([CH3:18])[CH3:17])=[O:14])[C:6](=[O:11])[C:7]([F:10])([F:9])[F:8]. (9) The product is: [C:24]([N:21]1[CH2:20][CH2:19][CH:18]([CH2:17][O:4][C:1](=[S:3])[CH3:2])[CH2:23][CH2:22]1)([O:26][C:27]([CH3:30])([CH3:29])[CH3:28])=[O:25]. Given the reactants [C:1]([O-:4])(=[S:3])[CH3:2].[K+].S(O[CH2:17][CH:18]1[CH2:23][CH2:22][N:21]([C:24]([O:26][C:27]([CH3:30])([CH3:29])[CH3:28])=[O:25])[CH2:20][CH2:19]1)(C1C=CC(C)=CC=1)(=O)=O.O, predict the reaction product.